Dataset: Forward reaction prediction with 1.9M reactions from USPTO patents (1976-2016). Task: Predict the product of the given reaction. Given the reactants Br[C:2]1[CH:7]=[CH:6][C:5]([NH:8][C:9]([CH3:13])([CH3:12])[CH2:10][CH3:11])=[C:4]([N+:14]([O-:16])=[O:15])[CH:3]=1.[NH2:17][C:18]1[N:23]=[CH:22][C:21](B2OC(C)(C)C(C)(C)O2)=[CH:20][N:19]=1.C([O-])([O-])=O.[K+].[K+], predict the reaction product. The product is: [CH3:12][C:9]([NH:8][C:5]1[CH:6]=[CH:7][C:2]([C:21]2[CH:20]=[N:19][C:18]([NH2:17])=[N:23][CH:22]=2)=[CH:3][C:4]=1[N+:14]([O-:16])=[O:15])([CH3:13])[CH2:10][CH3:11].